Dataset: Forward reaction prediction with 1.9M reactions from USPTO patents (1976-2016). Task: Predict the product of the given reaction. (1) Given the reactants N(C(OCC)=O)=NC(OCC)=O.[Cl:13][C:14]1[CH:33]=[CH:32][C:17]([NH:18][C:19]2[C:28]3[C:23](=[CH:24][C:25]([OH:31])=[C:26]([O:29][CH3:30])[CH:27]=3)[N:22]=[CH:21][N:20]=2)=[C:16]([F:34])[CH:15]=1.C1(P(C2C=CC=CC=2)C2C=CC=CC=2)C=CC=CC=1.O[CH2:55][CH2:56][CH2:57][N:58]1[CH2:62][CH2:61][CH2:60][C@H:59]1[C:63]([NH2:65])=[O:64], predict the reaction product. The product is: [ClH:13].[C:63]([C@@H:59]1[CH2:60][CH2:61][CH2:62][N:58]1[CH2:57][CH2:56][CH2:55][O:31][C:25]1[CH:24]=[C:23]2[C:28]([C:19]([NH:18][C:17]3[CH:32]=[CH:33][C:14]([Cl:13])=[CH:15][C:16]=3[F:34])=[N:20][CH:21]=[N:22]2)=[CH:27][C:26]=1[O:29][CH3:30])(=[O:64])[NH2:65]. (2) The product is: [CH3:1][C:2]1[CH:23]=[C:22]([CH3:24])[C:21]([C:25]2[NH:29][C:28]([CH2:30][CH:37]3[CH2:38][CH2:39][CH2:40][O:36]3)=[N:27][N:26]=2)=[CH:20][C:3]=1[C:4]([N:6]1[CH2:11][CH2:10][CH:9]([C:12]2[CH:19]=[CH:18][C:15]([C:16]#[N:17])=[CH:14][CH:13]=2)[CH2:8][CH2:7]1)=[O:5]. Given the reactants [CH3:1][C:2]1[CH:23]=[C:22]([CH3:24])[C:21]([C:25]2[NH:29][C:28]([CH2:30]C3CCOC3)=[N:27][N:26]=2)=[CH:20][C:3]=1[C:4]([N:6]1[CH2:11][CH2:10][CH:9]([C:12]2[CH:19]=[CH:18][C:15]([C:16]#[N:17])=[CH:14][CH:13]=2)[CH2:8][CH2:7]1)=[O:5].[O:36]1[CH2:40][CH2:39][CH2:38][CH:37]1CC(NN)=O.O1CCC(CC(NN)=O)C1, predict the reaction product. (3) Given the reactants C(OC(=O)[NH:7][CH2:8][CH2:9][CH2:10][CH2:11][C@@H:12]([NH:39]C(=O)[O-])[C:13]([N:15]1[C:23]2[C:18](=[CH:19][C:20]([Br:24])=[CH:21][CH:22]=2)[C:17](/[C:25](/[C:37]#[N:38])=[CH:26]/[C:27]2[CH:32]=[C:31]([C:33]#[N:34])[CH:30]=[CH:29][C:28]=2[O:35][CH3:36])=[CH:16]1)=[O:14])(C)(C)C.[ClH:44], predict the reaction product. The product is: [ClH:44].[ClH:44].[Br:24][C:20]1[CH:19]=[C:18]2[C:23](=[CH:22][CH:21]=1)[N:15]([C:13](=[O:14])[C@H:12]([NH2:39])[CH2:11][CH2:10][CH2:9][CH2:8][NH2:7])[CH:16]=[C:17]2/[C:25](/[C:37]#[N:38])=[CH:26]/[C:27]1[CH:32]=[C:31]([CH:30]=[CH:29][C:28]=1[O:35][CH3:36])[C:33]#[N:34].